The task is: Predict which catalyst facilitates the given reaction.. This data is from Catalyst prediction with 721,799 reactions and 888 catalyst types from USPTO. (1) Reactant: [Br:1][C:2]1[CH:3]=[C:4]2[C:10]([NH2:11])=[CH:9][NH:8][C:5]2=[N:6][CH:7]=1.[NH:12]1[CH:16]=[CH:15][CH:14]=[C:13]1[CH2:17][N:18]1[CH:22]=[C:21]([C:23]([O-])=[O:24])[CH:20]=[N:19]1.[K+].C(N(CC)CC)C.CN(C(ON1N=NC2C=CC=NC1=2)=[N+](C)C)C.F[P-](F)(F)(F)(F)F. Product: [Br:1][C:2]1[CH:3]=[C:4]2[C:10]([NH:11][C:23]([C:21]3[CH:20]=[N:19][N:18]([CH2:17][C:13]4[NH:12][CH:16]=[CH:15][CH:14]=4)[CH:22]=3)=[O:24])=[CH:9][NH:8][C:5]2=[N:6][CH:7]=1. The catalyst class is: 31. (2) Reactant: [Cl:1][C:2]1[CH:10]=[C:9]2[C:5]([C:6]([CH:17](O)[C:18]3[N:23]=[C:22]([C:24]([O:26][CH2:27][CH3:28])=[O:25])[CH:21]=[CH:20][CH:19]=3)=[C:7]([C:11]3[CH:12]=[N:13][CH:14]=[CH:15][CH:16]=3)[NH:8]2)=[CH:4][CH:3]=1.C([SiH](CC)CC)C.FC(F)(F)C(O)=O. Product: [Cl:1][C:2]1[CH:10]=[C:9]2[C:5]([C:6]([CH2:17][C:18]3[N:23]=[C:22]([C:24]([O:26][CH2:27][CH3:28])=[O:25])[CH:21]=[CH:20][CH:19]=3)=[C:7]([C:11]3[CH:12]=[N:13][CH:14]=[CH:15][CH:16]=3)[NH:8]2)=[CH:4][CH:3]=1. The catalyst class is: 2. (3) Reactant: [N+:1]([C:4]1[CH:9]=[CH:8][C:7]([N:10]2[CH2:15][CH2:14][O:13][CH2:12][CH2:11]2)=[CH:6][CH:5]=1)([O-])=O.N. Product: [N:10]1([C:7]2[CH:8]=[CH:9][C:4]([NH2:1])=[CH:5][CH:6]=2)[CH2:11][CH2:12][O:13][CH2:14][CH2:15]1. The catalyst class is: 19. (4) Reactant: Cl.[F:2][C:3]1[CH:4]=[N:5][C:6]([C@@H:9]([NH2:11])[CH3:10])=[N:7][CH:8]=1.[Br:12][C:13]1[C:14]([NH:20][C:21]2[CH:25]=[C:24]([CH3:26])[NH:23][N:22]=2)=[N:15][C:16](Cl)=[N:17][CH:18]=1.CCN(C(C)C)C(C)C. Product: [Br:12][C:13]1[C:14]([NH:20][C:21]2[CH:25]=[C:24]([CH3:26])[NH:23][N:22]=2)=[N:15][C:16]([NH:11][C@H:9]([C:6]2[N:7]=[CH:8][C:3]([F:2])=[CH:4][N:5]=2)[CH3:10])=[N:17][CH:18]=1. The catalyst class is: 114. (5) Reactant: [C:1]([C:5]([NH:7][C:8]1[CH:13]=[CH:12][CH:11]=[C:10]([C:14]2[C:23]3[C:18](=[CH:19][CH:20]=[CH:21][CH:22]=3)[C:17]([CH3:24])=[CH:16][CH:15]=2)[N:9]=1)=[O:6])([CH3:4])([CH3:3])[CH3:2].Br[N:26]1C(=O)CC[C:27]1=O. Product: [C:1]([C:5]([NH:7][C:8]1[CH:13]=[CH:12][CH:11]=[C:10]([C:14]2[C:23]3[C:18](=[CH:19][CH:20]=[CH:21][CH:22]=3)[C:17]([CH2:24][C:27]#[N:26])=[CH:16][CH:15]=2)[N:9]=1)=[O:6])([CH3:4])([CH3:3])[CH3:2]. The catalyst class is: 53. (6) Reactant: Cl[CH2:2][C:3]1[CH:8]=[C:7]([F:9])[CH:6]=[C:5]([O:10][CH2:11][C:12]2[CH:17]=[CH:16][CH:15]=[CH:14][CH:13]=2)[C:4]=1[O:18][CH3:19].[C-:20]#[N:21].[K+].O. Product: [F:9][C:7]1[CH:6]=[C:5]([O:10][CH2:11][C:12]2[CH:17]=[CH:16][CH:15]=[CH:14][CH:13]=2)[C:4]([O:18][CH3:19])=[C:3]([CH2:2][C:20]#[N:21])[CH:8]=1. The catalyst class is: 163. (7) Reactant: Br[C:2]1[CH:7]=[C:6]([N+:8]([O-])=O)[CH:5]=[CH:4][C:3]=1[C:11]1([CH3:15])[CH2:14][O:13][CH2:12]1.C([O-])=O.[NH4+]. Product: [CH3:15][C:11]1([C:3]2[CH:4]=[CH:5][C:6]([NH2:8])=[CH:7][CH:2]=2)[CH2:14][O:13][CH2:12]1. The catalyst class is: 29. (8) Reactant: [C:1]1([C:7]2[NH:8][C:9]3[C:14]([C:15]=2[CH:16]=[O:17])=[CH:13][CH:12]=[CH:11][CH:10]=3)[CH:6]=[CH:5][CH:4]=[CH:3][CH:2]=1.[H-].[Na+].I[CH3:21].O. Product: [CH3:21][N:8]1[C:9]2[C:14](=[CH:13][CH:12]=[CH:11][CH:10]=2)[C:15]([CH:16]=[O:17])=[C:7]1[C:1]1[CH:2]=[CH:3][CH:4]=[CH:5][CH:6]=1. The catalyst class is: 3. (9) Reactant: [NH2:1][CH2:2][CH:3]([C:14]1[CH:19]=[CH:18][C:17]([Cl:20])=[C:16]([Cl:21])[CH:15]=1)[CH:4]([C:6]1[C:7]([O:12][CH3:13])=[N:8][CH:9]=[CH:10][CH:11]=1)[OH:5].Cl[C:23]([O:25][CH2:26][CH3:27])=[O:24]. The catalyst class is: 34. Product: [CH2:26]([O:25][C:23](=[O:24])[NH:1][CH2:2][CH:3]([C:14]1[CH:19]=[CH:18][C:17]([Cl:20])=[C:16]([Cl:21])[CH:15]=1)[CH:4]([OH:5])[C:6]1[C:7]([O:12][CH3:13])=[N:8][CH:9]=[CH:10][CH:11]=1)[CH3:27].